From a dataset of Full USPTO retrosynthesis dataset with 1.9M reactions from patents (1976-2016). Predict the reactants needed to synthesize the given product. (1) The reactants are: [NH2:1][C:2]1[C:3]([N+:21]([O-])=O)=[C:4]([N:8]2[CH2:13][CH2:12][N:11]([C:14]([O:16][C:17]([CH3:20])([CH3:19])[CH3:18])=[O:15])[CH2:10][CH2:9]2)[CH:5]=[CH:6][CH:7]=1. Given the product [NH2:21][C:3]1[C:2]([NH2:1])=[CH:7][CH:6]=[CH:5][C:4]=1[N:8]1[CH2:13][CH2:12][N:11]([C:14]([O:16][C:17]([CH3:20])([CH3:19])[CH3:18])=[O:15])[CH2:10][CH2:9]1, predict the reactants needed to synthesize it. (2) Given the product [CH3:1][C:2]1[CH:3]=[N:4][N:5]2[CH:10]=[C:9]([C:11]3[CH:16]=[CH:15][C:14]([N:17]4[CH2:18][CH2:19][NH:20][CH2:21][CH2:22]4)=[CH:13][CH:12]=3)[N:8]=[C:7]([O:30][C@@H:31]([C@H:33]3[CH2:34][NH:35][C:36](=[O:38])[CH2:37]3)[CH3:32])[C:6]=12.[F:42][C:41]([F:44])([F:43])[C:39]([OH:45])=[O:40], predict the reactants needed to synthesize it. The reactants are: [CH3:1][C:2]1[CH:3]=[N:4][N:5]2[CH:10]=[C:9]([C:11]3[CH:16]=[CH:15][C:14]([N:17]4[CH2:22][CH2:21][N:20](C(OC(C)(C)C)=O)[CH2:19][CH2:18]4)=[CH:13][CH:12]=3)[N:8]=[C:7]([O:30][C@@H:31]([C@@H:33]3[CH2:37][C:36](=[O:38])[NH:35][CH2:34]3)[CH3:32])[C:6]=12.[C:39]([OH:45])([C:41]([F:44])([F:43])[F:42])=[O:40].